Dataset: NCI-60 drug combinations with 297,098 pairs across 59 cell lines. Task: Regression. Given two drug SMILES strings and cell line genomic features, predict the synergy score measuring deviation from expected non-interaction effect. (1) Drug 1: CN(CCCl)CCCl.Cl. Drug 2: C(CN)CNCCSP(=O)(O)O. Cell line: HOP-62. Synergy scores: CSS=18.8, Synergy_ZIP=-5.00, Synergy_Bliss=-8.08, Synergy_Loewe=-23.2, Synergy_HSA=-5.93. (2) Drug 1: COC1=C(C=C2C(=C1)N=CN=C2NC3=CC(=C(C=C3)F)Cl)OCCCN4CCOCC4. Drug 2: C1CN(CCN1C(=O)CCBr)C(=O)CCBr. Cell line: NCI-H226. Synergy scores: CSS=24.6, Synergy_ZIP=-7.08, Synergy_Bliss=3.28, Synergy_Loewe=4.52, Synergy_HSA=6.13.